Dataset: Forward reaction prediction with 1.9M reactions from USPTO patents (1976-2016). Task: Predict the product of the given reaction. Given the reactants Cl[C:2]1[C:11]2=[N:12][N:13](CC3C=CC(OC)=CC=3)[CH:14]=[C:10]2[C:9]2[CH:8]=[C:7]([O:24][CH3:25])[CH:6]=[CH:5][C:4]=2[N:3]=1.[NH:26]1[CH:30]=[CH:29][C:28]([NH2:31])=[N:27]1.Cl, predict the reaction product. The product is: [CH3:25][O:24][C:7]1[CH:6]=[CH:5][C:4]2[N:3]=[C:2]([NH:31][C:28]3[CH:29]=[CH:30][NH:26][N:27]=3)[C:11]3=[N:12][NH:13][CH:14]=[C:10]3[C:9]=2[CH:8]=1.